Dataset: Forward reaction prediction with 1.9M reactions from USPTO patents (1976-2016). Task: Predict the product of the given reaction. (1) The product is: [CH3:1][O:2][C:3]1[CH:4]=[C:5]2[C:10](=[CH:11][C:12]=1[O:13][CH3:14])[CH:9]([CH2:15][CH2:16][C:17]1[CH:22]=[CH:21][CH:20]=[CH:19][C:18]=1[O:23][CH3:24])[N:8]([CH:26]([C:31]1[CH:36]=[CH:35][CH:34]=[CH:33][CH:32]=1)[C:27]([OH:29])=[O:28])[CH2:7][CH2:6]2. Given the reactants [CH3:1][O:2][C:3]1[CH:4]=[C:5]2[C:10](=[CH:11][C:12]=1[O:13][CH3:14])[CH:9]([CH2:15][CH2:16][C:17]1[CH:22]=[CH:21][CH:20]=[CH:19][C:18]=1[O:23][CH3:24])[NH:8][CH2:7][CH2:6]2.Br[CH:26]([C:31]1[CH:36]=[CH:35][CH:34]=[CH:33][CH:32]=1)[C:27]([O:29]C)=[O:28], predict the reaction product. (2) Given the reactants [CH3:1][C:2]1[CH:7]=[CH:6][C:5]([S:8]([O:11][CH2:12][C@H:13]([O:16][C:17]2[C:22]([CH:23]=CC)=[CH:21][CH:20]=[C:19]([F:26])[C:18]=2[C:27]2[CH:32]=[CH:31][C:30]([Cl:33])=[CH:29][C:28]=2[CH3:34])[CH:14]=C)(=[O:10])=[O:9])=[CH:4][CH:3]=1, predict the reaction product. The product is: [CH3:1][C:2]1[CH:7]=[CH:6][C:5]([S:8]([O:11][CH2:12][C@H:13]2[CH:14]=[CH:23][C:22]3[C:17](=[C:18]([C:27]4[CH:32]=[CH:31][C:30]([Cl:33])=[CH:29][C:28]=4[CH3:34])[C:19]([F:26])=[CH:20][CH:21]=3)[O:16]2)(=[O:9])=[O:10])=[CH:4][CH:3]=1. (3) Given the reactants [C:1]([C:4]12[CH2:11][CH2:10][C:7]([NH:12][CH2:13][C:14]([N:16]3[CH2:20][C@@H:19]([F:21])[CH2:18][C@H:17]3[C:22]#[N:23])=[O:15])([CH2:8][CH2:9]1)[CH2:6][CH2:5]2)(O)=[O:2].[CH2:24]([C:32]1[CH:38]=[CH:37][C:35]([NH2:36])=[CH:34][CH:33]=1)[CH2:25][CH2:26][CH2:27][CH2:28][CH2:29][CH2:30][CH3:31], predict the reaction product. The product is: [F:21][C@@H:19]1[CH2:20][N:16]([C:14](=[O:15])[CH2:13][NH:12][C:7]23[CH2:6][CH2:5][C:4]([C:1]([NH:36][C:35]4[CH:37]=[CH:38][C:32]([CH2:24][CH2:25][CH2:26][CH2:27][CH2:28][CH2:29][CH2:30][CH3:31])=[CH:33][CH:34]=4)=[O:2])([CH2:11][CH2:10]2)[CH2:9][CH2:8]3)[C@H:17]([C:22]#[N:23])[CH2:18]1. (4) Given the reactants [Na].[C:2]([O:13]CC)(=O)[CH2:3][CH2:4][CH2:5][CH2:6][C:7]([O:9][CH2:10][CH3:11])=[O:8].C(O)(=O)C, predict the reaction product. The product is: [CH3:11][CH2:10][O:9][C:7]([CH:6]1[C:2](=[O:13])[CH2:3][CH2:4][CH2:5]1)=[O:8]. (5) Given the reactants [Cl:1][C:2]1[CH:3]=[C:4]([CH:9]2[C:18]3[C:13](=[CH:14][C:15](B4OC(C)(C)C(C)(C)O4)=[C:16]([F:19])[CH:17]=3)[CH2:12][N:11]([CH3:29])[CH2:10]2)[CH:5]=[CH:6][C:7]=1[Cl:8].Cl[C:31]1[N:32]=[N:33][C:34]([O:37][CH:38]([F:40])[F:39])=[CH:35][CH:36]=1, predict the reaction product. The product is: [Cl:1][C:2]1[CH:3]=[C:4]([CH:9]2[C:18]3[C:13](=[CH:14][C:15]([C:31]4[N:32]=[N:33][C:34]([O:37][CH:38]([F:40])[F:39])=[CH:35][CH:36]=4)=[C:16]([F:19])[CH:17]=3)[CH2:12][N:11]([CH3:29])[CH2:10]2)[CH:5]=[CH:6][C:7]=1[Cl:8]. (6) Given the reactants Br[C:2]1[CH:12]=[CH:11][CH:10]=[CH:9][C:3]=1[C:4]([O:6][CH2:7][CH3:8])=[O:5].C(=O)([O-])[O-].[Cs+].[Cs+].C(OC([NH:29][C:30]([CH3:44])([CH3:43])[CH2:31][CH2:32][CH2:33]B1C2CCCC1CCC2)=O)C1C=CC=CC=1.C1COCC1.[OH-].[Na+], predict the reaction product. The product is: [NH2:29][C:30]([CH3:44])([CH3:43])[CH2:31][CH2:32][CH2:33][C:2]1[CH:12]=[CH:11][CH:10]=[CH:9][C:3]=1[C:4]([O:6][CH2:7][CH3:8])=[O:5].